From a dataset of Forward reaction prediction with 1.9M reactions from USPTO patents (1976-2016). Predict the product of the given reaction. (1) Given the reactants C([O:8][C:9]1[CH:10]=[C:11]([O:24][CH3:25])[C:12]2[C:13](=[O:23])[C:14]3[C:19]([O:20][C:21]=2[CH:22]=1)=[CH:18][CH:17]=[CH:16][CH:15]=3)C1C=CC=CC=1.[H][H], predict the reaction product. The product is: [OH:8][C:9]1[CH:10]=[C:11]([O:24][CH3:25])[C:12]2[C:13](=[O:23])[C:14]3[C:19]([O:20][C:21]=2[CH:22]=1)=[CH:18][CH:17]=[CH:16][CH:15]=3. (2) The product is: [OH:6][C:7]1[CH:8]=[C:9]([CH2:13][PH:14](=[O:18])[O:15][CH2:16][CH3:17])[CH:10]=[CH:11][CH:12]=1. Given the reactants B(Br)(Br)Br.C[O:6][C:7]1[CH:8]=[C:9]([CH2:13][PH:14](=[O:18])[O:15][CH2:16][CH3:17])[CH:10]=[CH:11][CH:12]=1, predict the reaction product. (3) Given the reactants [C:1]([NH:5][C:6]([C:8]1[CH:13]=[CH:12][C:11](Br)=[CH:10][N:9]=1)=[O:7])([CH3:4])([CH3:3])[CH3:2].[C:15]1([C:21]#[CH:22])[CH:20]=[CH:19][CH:18]=[CH:17][CH:16]=1.C(N(CC)CC)C, predict the reaction product. The product is: [C:1]([NH:5][C:6]([C:8]1[CH:13]=[CH:12][C:11]([C:22]#[C:21][C:15]2[CH:20]=[CH:19][CH:18]=[CH:17][CH:16]=2)=[CH:10][N:9]=1)=[O:7])([CH3:4])([CH3:3])[CH3:2]. (4) Given the reactants [NH2:1][C:2]1[CH:10]=[C:9]([CH3:11])[C:8]2[N:7](C(OC(C)(C)C)=O)[C@H:6]3[CH2:19][CH2:20][N:21](C(OC(C)(C)C)=O)[CH2:22][C@H:5]3[C:4]=2[CH:3]=1.Br[C:31]1[CH:36]=[CH:35][C:34]([CH3:37])=[C:33]([Cl:38])[CH:32]=1, predict the reaction product. The product is: [Cl:38][C:33]1[CH:32]=[C:31]([NH:1][C:2]2[CH:10]=[C:9]([CH3:11])[C:8]3[NH:7][C@H:6]4[CH2:19][CH2:20][NH:21][CH2:22][C@H:5]4[C:4]=3[CH:3]=2)[CH:36]=[CH:35][C:34]=1[CH3:37]. (5) Given the reactants S(Cl)([Cl:3])=O.O[CH2:6][C:7]1[S:15][C:14]2[C:9](=[N:10][CH:11]=[CH:12][C:13]=2[C:16]2[CH:17]=[C:18]([CH:24]=[CH:25][CH:26]=2)[C:19]([O:21][CH2:22][CH3:23])=[O:20])[CH:8]=1, predict the reaction product. The product is: [Cl:3][CH2:6][C:7]1[S:15][C:14]2[C:9](=[N:10][CH:11]=[CH:12][C:13]=2[C:16]2[CH:17]=[C:18]([CH:24]=[CH:25][CH:26]=2)[C:19]([O:21][CH2:22][CH3:23])=[O:20])[CH:8]=1. (6) Given the reactants Cl[C:2]1[C:7]([N+:8]([O-])=O)=[CH:6][C:5]([C:11]([F:14])([F:13])[F:12])=[CH:4][N:3]=1, predict the reaction product. The product is: [F:14][C:11]([F:12])([F:13])[C:5]1[CH:6]=[C:7]([NH2:8])[CH:2]=[N:3][CH:4]=1. (7) The product is: [Br:1][C:2]1[CH:7]=[CH:6][C:5]([O:8][C:10]2[CH:15]=[CH:14][CH:13]=[CH:12][CH:11]=2)=[C:4]([Cl:9])[CH:3]=1. Given the reactants [Br:1][C:2]1[CH:7]=[CH:6][C:5]([OH:8])=[C:4]([Cl:9])[CH:3]=1.[C:10]1(B(O)O)[CH:15]=[CH:14][CH:13]=[CH:12][CH:11]=1.C(N(CC)CC)C.CO[C@@H]1[C@@H](C(OC)=O)[C@@H]2[C@@H](CN3[C@H](C2)C2NC4C=C(OC)C=CC=4C=2CC3)C[C@H]1OC(C1C=C(OC)C(OC)=C(OC)C=1)=O, predict the reaction product. (8) Given the reactants [C:1]([C:3]1[C:4]([CH3:27])=[C:5]([C@@H:10]2[O:15][CH2:14][C@H:13]3[CH2:16][N:17](C(OC(C)(C)C)=O)[CH2:18][CH2:19][N:12]3[CH2:11]2)[CH:6]=[CH:7][C:8]=1[F:9])#[N:2].[C:28]([OH:34])([C:30]([F:33])([F:32])[F:31])=[O:29], predict the reaction product. The product is: [F:31][C:30]([F:33])([F:32])[C:28]([OH:34])=[O:29].[F:9][C:8]1[C:3]([C:1]#[N:2])=[C:4]([CH3:27])[C:5]([C@@H:10]2[O:15][CH2:14][C@H:13]3[CH2:16][NH:17][CH2:18][CH2:19][N:12]3[CH2:11]2)=[CH:6][CH:7]=1. (9) The product is: [ClH:21].[CH2:17]([N:15]([CH3:16])[C:9]1[CH:8]=[C:7]([CH:12]=[C:11]([O:13][CH3:14])[N:10]=1)[C:6]([OH:20])=[O:5])[CH:18]=[CH2:19]. Given the reactants C([O:5][C:6](=[O:20])[C:7]1[CH:12]=[C:11]([O:13][CH3:14])[N:10]=[C:9]([N:15]([CH2:17][CH:18]=[CH2:19])[CH3:16])[CH:8]=1)(C)(C)C.[ClH:21], predict the reaction product. (10) Given the reactants [I:1][C:2]1[CH:9]=[CH:8][C:5]([CH2:6]Cl)=[CH:4][CH:3]=1.[P:10](OCC)([O:15][CH2:16][CH3:17])([O:12][CH2:13][CH3:14])=[O:11], predict the reaction product. The product is: [I:1][C:2]1[CH:9]=[CH:8][C:5]([CH2:6][P:10](=[O:11])([O:15][CH2:16][CH3:17])[O:12][CH2:13][CH3:14])=[CH:4][CH:3]=1.